This data is from Forward reaction prediction with 1.9M reactions from USPTO patents (1976-2016). The task is: Predict the product of the given reaction. (1) Given the reactants [CH2:1]([O:3][C:4](=[O:20])[C:5]1[CH:10]=[CH:9][C:8]([N:11]=[C:12]([CH2:15][C:16]([O:18]C)=O)[CH2:13][CH3:14])=[CH:7][CH:6]=1)[CH3:2].C1(OC2C=CC=CC=2)C=CC=CC=1, predict the reaction product. The product is: [CH2:1]([O:3][C:4]([C:5]1[CH:6]=[C:7]2[C:8](=[CH:9][CH:10]=1)[NH:11][C:12]([CH2:13][CH3:14])=[CH:15][C:16]2=[O:18])=[O:20])[CH3:2]. (2) The product is: [Br:1][C:2]1[C:6]2[N:7]=[CH:8][N:9]=[C:10]([Cl:19])[C:5]=2[S:4][CH:3]=1. Given the reactants [Br:1][C:2]1[C:6]2[N:7]=[CH:8][NH:9][C:10](=O)[C:5]=2[S:4][CH:3]=1.C(=O)(O)[O-].[Na+].P(Cl)(Cl)([Cl:19])=O, predict the reaction product. (3) Given the reactants B(Cl)(Cl)Cl.C([NH:9][S:10]([C:13]1[S:14][C:15]([C:18]2[N:23]=[C:22]([NH:24][C:25]3[CH:29]=[C:28]([CH:30]4[CH2:32][CH2:31]4)[NH:27][N:26]=3)[C:21](/[CH:33]=[CH:34]\[CH3:35])=[CH:20][N:19]=2)=[CH:16][CH:17]=1)(=[O:12])=[O:11])(C)(C)C, predict the reaction product. The product is: [CH:30]1([C:28]2[NH:27][N:26]=[C:25]([NH:24][C:22]3[C:21](/[CH:33]=[CH:34]\[CH3:35])=[CH:20][N:19]=[C:18]([C:15]4[S:14][C:13]([S:10]([NH2:9])(=[O:12])=[O:11])=[CH:17][CH:16]=4)[N:23]=3)[CH:29]=2)[CH2:32][CH2:31]1. (4) Given the reactants [CH:1]([O:14][CH:15]1[CH2:20][CH2:19][N:18]([C:21]([C:23]2[N:28]=[C:27]([C:29]([O:31]C)=[O:30])[CH:26]=[CH:25][CH:24]=2)=[O:22])[CH2:17][CH2:16]1)([C:8]1[CH:13]=[CH:12][CH:11]=[CH:10][CH:9]=1)[C:2]1[CH:7]=[CH:6][CH:5]=[CH:4][CH:3]=1.[OH-].[Na+], predict the reaction product. The product is: [CH:1]([O:14][CH:15]1[CH2:16][CH2:17][N:18]([C:21]([C:23]2[N:28]=[C:27]([C:29]([OH:31])=[O:30])[CH:26]=[CH:25][CH:24]=2)=[O:22])[CH2:19][CH2:20]1)([C:2]1[CH:3]=[CH:4][CH:5]=[CH:6][CH:7]=1)[C:8]1[CH:13]=[CH:12][CH:11]=[CH:10][CH:9]=1.